From a dataset of Peptide-MHC class II binding affinity with 134,281 pairs from IEDB. Regression. Given a peptide amino acid sequence and an MHC pseudo amino acid sequence, predict their binding affinity value. This is MHC class II binding data. (1) The peptide sequence is DIIFDIYFAILMMSC. The MHC is DRB1_1201 with pseudo-sequence DRB1_1201. The binding affinity (normalized) is 0.417. (2) The peptide sequence is AACACDQKPCSCSKVDVNYA. The MHC is DRB1_0401 with pseudo-sequence DRB1_0401. The binding affinity (normalized) is 0.362.